Dataset: Catalyst prediction with 721,799 reactions and 888 catalyst types from USPTO. Task: Predict which catalyst facilitates the given reaction. Reactant: [Si]([O:8][CH2:9][CH2:10][C@H:11]([NH:21][S@@](C(C)(C)C)=O)[C:12]1[CH:17]=[CH:16][C:15]([S:18][CH2:19][CH3:20])=[CH:14][N:13]=1)(C(C)(C)C)(C)C.Cl.O1CCOCC1. Product: [NH2:21][C@H:11]([C:12]1[CH:17]=[CH:16][C:15]([S:18][CH2:19][CH3:20])=[CH:14][N:13]=1)[CH2:10][CH2:9][OH:8]. The catalyst class is: 2.